Task: Predict which catalyst facilitates the given reaction.. Dataset: Catalyst prediction with 721,799 reactions and 888 catalyst types from USPTO (1) Reactant: [C:1]([C:5]1[CH:31]=[CH:30][C:8]([CH2:9][N:10]2[C:14]3[CH:15]=[CH:16][CH:17]=[CH:18][C:13]=3[N:12]([CH2:19][C:20]3[CH:25]=[CH:24][C:23]([N+:26]([O-])=O)=[CH:22][CH:21]=3)[C:11]2=[O:29])=[CH:7][CH:6]=1)([CH3:4])([CH3:3])[CH3:2].[H][H]. Product: [NH2:26][C:23]1[CH:22]=[CH:21][C:20]([CH2:19][N:12]2[C:13]3[CH:18]=[CH:17][CH:16]=[CH:15][C:14]=3[N:10]([CH2:9][C:8]3[CH:7]=[CH:6][C:5]([C:1]([CH3:2])([CH3:3])[CH3:4])=[CH:31][CH:30]=3)[C:11]2=[O:29])=[CH:25][CH:24]=1. The catalyst class is: 43. (2) Reactant: C[O:2][C:3]1[C:12]2[O:11][CH2:10][C:9](=[O:13])[NH:8][C:7]=2[CH:6]=[CH:5][CH:4]=1.B(Br)(Br)Br.O. Product: [OH:2][C:3]1[C:12]2[O:11][CH2:10][C:9](=[O:13])[NH:8][C:7]=2[CH:6]=[CH:5][CH:4]=1. The catalyst class is: 2. (3) Reactant: [Cl:1][C:2]1[CH:3]=[C:4]([N:9]=[C:10]=[O:11])[CH:5]=[CH:6][C:7]=1[Cl:8].Cl.[NH2:13][CH2:14][C:15]1[CH:23]=[CH:22][CH:21]=[C:20]2[C:16]=1[CH2:17][N:18]([CH:25]1[CH2:30][CH2:29][C:28](=[O:31])[NH:27][C:26]1=[O:32])[C:19]2=[O:24].C(N(CC)CC)C. Product: [Cl:1][C:2]1[CH:3]=[C:4]([NH:9][C:10]([NH:13][CH2:14][C:15]2[CH:23]=[CH:22][CH:21]=[C:20]3[C:16]=2[CH2:17][N:18]([CH:25]2[CH2:30][CH2:29][C:28](=[O:31])[NH:27][C:26]2=[O:32])[C:19]3=[O:24])=[O:11])[CH:5]=[CH:6][C:7]=1[Cl:8]. The catalyst class is: 1. (4) Reactant: C([C:5]1[CH:15]=[CH:14][C:8](/[CH:9]=[CH:10]/[C:11]([OH:13])=[O:12])=[CH:7][CH:6]=1)(OC)=O.[C:16](Cl)(=[O:20])[C:17](Cl)=O.CN(C=[O:26])C. Product: [C:16]([CH2:17]/[C:10](=[CH:9]\[C:8]1[CH:7]=[CH:6][CH:5]=[CH:15][CH:14]=1)/[C:11]([OH:13])=[O:12])([OH:20])=[O:26]. The catalyst class is: 1. (5) Reactant: [C:1]1(=O)[CH2:5][CH2:4][CH2:3][CH2:2]1.[CH3:7][CH:8]1[CH2:12][CH2:11][CH2:10][NH:9]1.[C-:13]#[N:14].[K+]. Product: [CH3:7][CH:8]1[CH2:12][CH2:11][CH2:10][N:9]1[C:1]1([C:13]#[N:14])[CH2:5][CH2:4][CH2:3][CH2:2]1. The catalyst class is: 6. (6) Reactant: [CH:1]1([CH3:11])[CH2:6][CH2:5][CH:4]([CH:7]([CH3:9])[CH3:8])[CH:3]([OH:10])[CH2:2]1. Product: [CH3:11][C@H:1]1[CH2:2][C@@H:3]([OH:10])[C@H:4]([CH:7]([CH3:9])[CH3:8])[CH2:5][CH2:6]1. The catalyst class is: 10. (7) Reactant: CC(OC(/N=N/C(OC(C)C)=O)=O)C.[CH2:15]([O:17][C:18]1[CH:19]=[N:20][C:21]([N:24]2[CH2:29][CH2:28][CH:27]([C@H:30]3[CH2:32][C@H:31]3[CH2:33][CH2:34][OH:35])[CH2:26][CH2:25]2)=[N:22][CH:23]=1)[CH3:16].[Br:36][C:37]1[C:42]([F:43])=[CH:41][C:40](O)=[CH:39][C:38]=1[F:45].C1(P(C2C=CC=CC=2)C2C=CC=CC=2)C=CC=CC=1. Product: [Br:36][C:37]1[C:42]([F:43])=[CH:41][C:40]([O:35][CH2:34][CH2:33][C@@H:31]2[CH2:32][C@@H:30]2[CH:27]2[CH2:26][CH2:25][N:24]([C:21]3[N:22]=[CH:23][C:18]([O:17][CH2:15][CH3:16])=[CH:19][N:20]=3)[CH2:29][CH2:28]2)=[CH:39][C:38]=1[F:45]. The catalyst class is: 2.